This data is from Catalyst prediction with 721,799 reactions and 888 catalyst types from USPTO. The task is: Predict which catalyst facilitates the given reaction. (1) Reactant: [F:1][C:2]1[CH:3]=[C:4]([F:19])[C:5]2[O:9][C:8]([C:10]3[CH:15]=[CH:14][C:13]([O:16]C)=[CH:12][CH:11]=3)=[CH:7][C:6]=2[CH:18]=1.Cl.N1C=CC=CC=1. Product: [F:1][C:2]1[CH:3]=[C:4]([F:19])[C:5]2[O:9][C:8]([C:10]3[CH:11]=[CH:12][C:13]([OH:16])=[CH:14][CH:15]=3)=[CH:7][C:6]=2[CH:18]=1. The catalyst class is: 6. (2) Reactant: [NH2:1][CH2:2][C:3]([CH3:7])([CH3:6])[CH2:4][OH:5].[CH2:8]=[C:9]1[O:13][C:11](=[O:12])[CH2:10]1. Product: [OH:5][CH2:4][C:3]([CH3:7])([CH3:6])[CH2:2][NH:1][C:11](=[O:12])[CH2:10][C:9](=[O:13])[CH3:8]. The catalyst class is: 7.